From a dataset of Catalyst prediction with 721,799 reactions and 888 catalyst types from USPTO. Predict which catalyst facilitates the given reaction. Reactant: [CH3:1][C:2]([CH3:28])([CH3:27])[C@@H:3]([C:24]([OH:26])=[O:25])[NH:4][C:5]([C:7]1[CH:12]=[CH:11][C:10]([C:13]2[CH:18]=[CH:17][C:16]([O:19][CH3:20])=[CH:15][CH:14]=2)=[CH:9][C:8]=1[N+:21]([O-])=O)=[O:6].[CH2:29](O)C. Product: [NH2:21][C:8]1[CH:9]=[C:10]([C:13]2[CH:18]=[CH:17][C:16]([O:19][CH3:20])=[CH:15][CH:14]=2)[CH:11]=[CH:12][C:7]=1[C:5]([NH:4][C@H:3]([C:24]([O:26][CH3:29])=[O:25])[C:2]([CH3:28])([CH3:27])[CH3:1])=[O:6]. The catalyst class is: 45.